From a dataset of Reaction yield outcomes from USPTO patents with 853,638 reactions. Predict the reaction yield, written as a fraction of the theoretical maximum amount of product (1.0 means a 100% yield; for example, 0.34 means a 34% yield). (1) The yield is 0.540. No catalyst specified. The product is [CH:24]1([CH2:30][N:31]2[C:32]3=[N:37][CH:36]=[C:35]([NH:38][C:39](=[O:44])[C:40]([CH3:42])([CH3:41])[CH3:43])[CH:34]=[C:33]3[CH:45]=[C:13]2[CH2:14][C:15]2[CH:20]=[CH:19][CH:18]=[C:17]([O:21][CH3:22])[CH:16]=2)[CH2:29][CH2:28][CH2:27][CH2:26][CH2:25]1. The reactants are [CH3:22][O:21][C:17]1[CH:16]=[C:15]([CH2:14][C:13](O[C:13](=O)[CH2:14][C:15]2[CH:20]=[CH:19][CH:18]=[C:17]([O:21][CH3:22])[CH:16]=2)=O)[CH:20]=[CH:19][CH:18]=1.[CH:24]1([CH2:30][NH:31][C:32]2[N:37]=[CH:36][C:35]([NH:38][C:39](=[O:44])[C:40]([CH3:43])([CH3:42])[CH3:41])=[CH:34][C:33]=2[CH3:45])[CH2:29][CH2:28][CH2:27][CH2:26][CH2:25]1. (2) The reactants are [CH3:1][C:2]1C=C[C:5](S(Cl)(=O)=O)=[CH:4][CH:3]=1.C(O)CCC#C.N1C=CC=CC=1.CC1C=CC(S(OCCCC#C)(=O)=O)=CC=1.[O:40]=[CH:41][C:42]1[CH:50]=[CH:49][C:47]([OH:48])=[C:44]([O:45][CH3:46])[CH:43]=1. The catalyst is C(Cl)Cl. The product is [CH3:46][O:45][C:44]1[CH:43]=[C:42]([CH:50]=[CH:49][C:47]=1[O:48][CH2:5][CH2:4][CH2:3][C:2]#[CH:1])[CH:41]=[O:40]. The yield is 0.890. (3) The reactants are [C:1]([C:5]1[CH:10]=[C:9]([C:11]2[O:12][CH:13]=[C:14]([CH2:16][CH2:17][N:18]([CH3:22])[CH2:19][C:20]#C)[N:15]=2)[CH:8]=[C:7]([C:23]([CH3:26])([CH3:25])[CH3:24])[C:6]=1[OH:27])([CH3:4])([CH3:3])[CH3:2].C[NH:29]CC#N.CNCC#C. No catalyst specified. The product is [C:23]([C:7]1[CH:8]=[C:9]([C:11]2[O:12][CH:13]=[C:14]([CH2:16][CH2:17][N:18]([CH2:19][C:20]#[N:29])[CH3:22])[N:15]=2)[CH:10]=[C:5]([C:1]([CH3:3])([CH3:2])[CH3:4])[C:6]=1[OH:27])([CH3:26])([CH3:24])[CH3:25]. The yield is 0.360. (4) The reactants are C[O:2][C:3]1([O:50]C)[C:11](=[O:12])[C:10]2[C:5](=[CH:6][CH:7]=[C:8]([C:13]3[CH:18]=[C:17]([C:19]4[CH:20]=[C:21]5[C:25](=[CH:26][CH:27]=4)[C:24](=[O:28])[C:23]([O:31]C)([O:29]C)[C:22]5=[O:33])[CH:16]=[C:15]([C:34]4[CH:35]=[C:36]5[C:40](=[CH:41][CH:42]=4)[C:39](=[O:43])[C:38]([O:46]C)([O:44]C)[C:37]5=[O:48])[CH:14]=3)[CH:9]=2)[C:4]1=[O:49].C(O)(=O)C.Br. The catalyst is O. The product is [OH:31][C:23]1([OH:29])[C:22](=[O:33])[C:21]2[C:25](=[CH:26][CH:27]=[C:19]([C:17]3[CH:16]=[C:15]([C:34]4[CH:35]=[C:36]5[C:40](=[CH:41][CH:42]=4)[C:39](=[O:43])[C:38]([OH:46])([OH:44])[C:37]5=[O:48])[CH:14]=[C:13]([C:8]4[CH:9]=[C:10]5[C:5](=[CH:6][CH:7]=4)[C:4](=[O:49])[C:3]([OH:50])([OH:2])[C:11]5=[O:12])[CH:18]=3)[CH:20]=2)[C:24]1=[O:28]. The yield is 0.870. (5) The reactants are [CH2:1]([O:8][C:9]1[C:10]([O:18][CH3:19])=[C:11]([CH3:17])[C:12]([CH3:16])=[N+:13]([O-])[CH:14]=1)[C:2]1[CH:7]=[CH:6][CH:5]=[CH:4][CH:3]=1.[C:20]([O:23]C(=O)C)(=[O:22])[CH3:21]. No catalyst specified. The product is [C:20]([O:23][CH2:16][C:12]1[C:11]([CH3:17])=[C:10]([O:18][CH3:19])[C:9]([O:8][CH2:1][C:2]2[CH:7]=[CH:6][CH:5]=[CH:4][CH:3]=2)=[CH:14][N:13]=1)(=[O:22])[CH3:21]. The yield is 0.928. (6) The reactants are [Br:1][C:2]1[C:3]([O:18][C:19]2[CH:24]=[CH:23][C:22]([C:25]([O:27]C(C)(C)C)=[O:26])=[CH:21][CH:20]=2)=[C:4]([Cl:17])[CH:5]=[C:6]2[C:11]=1[O:10][CH2:9][CH2:8][CH:7]2[C:12]([O:14][CH2:15][CH3:16])=[O:13].FC(F)(F)C(O)=O. The catalyst is ClCCl. The product is [Br:1][C:2]1[C:3]([O:18][C:19]2[CH:20]=[CH:21][C:22]([C:25]([OH:27])=[O:26])=[CH:23][CH:24]=2)=[C:4]([Cl:17])[CH:5]=[C:6]2[C:11]=1[O:10][CH2:9][CH2:8][CH:7]2[C:12]([O:14][CH2:15][CH3:16])=[O:13]. The yield is 0.990.